Dataset: NCI-60 drug combinations with 297,098 pairs across 59 cell lines. Task: Regression. Given two drug SMILES strings and cell line genomic features, predict the synergy score measuring deviation from expected non-interaction effect. (1) Drug 1: CC1=CC2C(CCC3(C2CCC3(C(=O)C)OC(=O)C)C)C4(C1=CC(=O)CC4)C. Drug 2: CC(C)(C#N)C1=CC(=CC(=C1)CN2C=NC=N2)C(C)(C)C#N. Cell line: SF-268. Synergy scores: CSS=-2.50, Synergy_ZIP=3.41, Synergy_Bliss=-2.65, Synergy_Loewe=-6.42, Synergy_HSA=-7.35. (2) Drug 1: C1=CC(=CC=C1CCC2=CNC3=C2C(=O)NC(=N3)N)C(=O)NC(CCC(=O)O)C(=O)O. Drug 2: CC1=C2C(C(=O)C3(C(CC4C(C3C(C(C2(C)C)(CC1OC(=O)C(C(C5=CC=CC=C5)NC(=O)OC(C)(C)C)O)O)OC(=O)C6=CC=CC=C6)(CO4)OC(=O)C)O)C)O. Cell line: NCI-H322M. Synergy scores: CSS=24.5, Synergy_ZIP=2.20, Synergy_Bliss=3.87, Synergy_Loewe=4.56, Synergy_HSA=5.75. (3) Drug 1: CC12CCC3C(C1CCC2OP(=O)(O)O)CCC4=C3C=CC(=C4)OC(=O)N(CCCl)CCCl.[Na+]. Drug 2: CC1C(C(CC(O1)OC2CC(CC3=C2C(=C4C(=C3O)C(=O)C5=C(C4=O)C(=CC=C5)OC)O)(C(=O)CO)O)N)O.Cl. Cell line: NCI-H460. Synergy scores: CSS=57.1, Synergy_ZIP=4.47, Synergy_Bliss=3.91, Synergy_Loewe=-19.5, Synergy_HSA=4.99.